From a dataset of Reaction yield outcomes from USPTO patents with 853,638 reactions. Predict the reaction yield, written as a fraction of the theoretical maximum amount of product (1.0 means a 100% yield; for example, 0.34 means a 34% yield). The reactants are [C:1]([NH:5][S:6]([CH2:9][C:10]([OH:12])=O)(=[O:8])=[O:7])([CH3:4])([CH3:3])[CH3:2].[CH:13]1[CH:14]=[CH:15][C:16]2N(O)N=[N:19][C:17]=2[CH:18]=1.CCN=C=NCCCN(C)C.NC1C=CC=CC=1. The catalyst is C1COCC1. The product is [C:1]([NH:5][S:6]([CH2:9][C:10]([NH:19][C:17]1[CH:18]=[CH:13][CH:14]=[CH:15][CH:16]=1)=[O:12])(=[O:7])=[O:8])([CH3:2])([CH3:3])[CH3:4]. The yield is 0.510.